Dataset: Catalyst prediction with 721,799 reactions and 888 catalyst types from USPTO. Task: Predict which catalyst facilitates the given reaction. (1) Reactant: Cl[C:2]1[N:3]=[C:4]2[N:12]([CH2:13][C:14](=[O:18])[CH:15]([CH3:17])[CH3:16])[C@H:11]([C:19]([F:22])([F:21])[F:20])[CH2:10][CH2:9][N:5]2[C:6](=[O:8])[CH:7]=1.Cl.[C@H:24]12[CH2:30][C@H:27]([NH:28][CH2:29]1)[CH2:26][O:25]2.C(N(CC)CC)C. Product: [CH3:16][CH:15]([CH3:17])[C:14](=[O:18])[CH2:13][N:12]1[C:4]2=[N:3][C:2]([N:28]3[CH2:29][C@@H:24]4[CH2:30][C@H:27]3[CH2:26][O:25]4)=[CH:7][C:6](=[O:8])[N:5]2[CH2:9][CH2:10][C@H:11]1[C:19]([F:22])([F:21])[F:20]. The catalyst class is: 13. (2) Reactant: Cl[C:2]1[N:3]=[N:4][C:5]([CH3:27])=[C:6]([C:17]2[CH:26]=[CH:25][C:24]3[C:19](=[CH:20][CH:21]=[CH:22][CH:23]=3)[CH:18]=2)[C:7]=1[C:8]1[C:13]([F:14])=[CH:12][C:11]([F:15])=[CH:10][C:9]=1[F:16].[CH3:28][O-:29].[Na+].[CH3:31][OH:32]. Product: [CH3:28][O:29][C:2]1[N:3]=[N:4][C:5]([CH3:27])=[C:6]([C:17]2[CH:26]=[CH:25][C:24]3[C:19](=[CH:20][CH:21]=[CH:22][CH:23]=3)[CH:18]=2)[C:7]=1[C:8]1[C:13]([F:14])=[CH:12][C:11]([F:15])=[CH:10][C:9]=1[F:16].[F:16][C:9]1[CH:10]=[C:11]([O:29][CH3:28])[CH:12]=[C:13]([F:14])[C:8]=1[C:7]1[C:6]([C:17]2[CH:26]=[CH:25][C:24]3[C:19](=[CH:20][CH:21]=[CH:22][CH:23]=3)[CH:18]=2)=[C:5]([CH3:27])[N:4]=[N:3][C:2]=1[O:32][CH3:31]. The catalyst class is: 6. (3) Product: [OH:14][CH2:13][CH2:12][NH:11][C:6](=[O:8])[C:5]1[CH:4]=[CH:3][CH:2]=[CH:10][CH:9]=1. The catalyst class is: 1. Reactant: Br[C:2]1[CH:10]=[CH:9][C:5]([C:6]([OH:8])=O)=[CH:4][CH:3]=1.[NH2:11][CH2:12][CH2:13][OH:14].CN(C(ON1N=NC2C=CC=NC1=2)=[N+](C)C)C.F[P-](F)(F)(F)(F)F.CCN(C(C)C)C(C)C. (4) Reactant: [CH2:1]([O:8][C:9]1[CH:14]=[CH:13][C:12]([NH:15][CH:16]2[CH2:21][CH2:20][N:19]([C:22]([C@@H:24]([NH:29][C:30]([N:32]3[CH2:38][CH2:37][CH2:36][CH2:35][CH2:34][CH2:33]3)=[O:31])[CH2:25][CH:26]([CH3:28])[CH3:27])=[O:23])[CH2:18][CH2:17]2)=[CH:11][CH:10]=1)[C:2]1[CH:7]=[CH:6][CH:5]=[CH:4][CH:3]=1.[CH:39](=O)[CH2:40][CH:41]([CH3:43])[CH3:42].[BH-](OC(C)=O)(OC(C)=O)OC(C)=O.[Na+]. Product: [CH2:1]([O:8][C:9]1[CH:14]=[CH:13][C:12]([N:15]([CH2:42][CH:41]([CH3:43])[CH2:40][CH3:39])[CH:16]2[CH2:21][CH2:20][N:19]([C:22]([C@@H:24]([NH:29][C:30]([N:32]3[CH2:33][CH2:34][CH2:35][CH2:36][CH2:37][CH2:38]3)=[O:31])[CH2:25][CH:26]([CH3:28])[CH3:27])=[O:23])[CH2:18][CH2:17]2)=[CH:11][CH:10]=1)[C:2]1[CH:3]=[CH:4][CH:5]=[CH:6][CH:7]=1. The catalyst class is: 91. (5) Reactant: [CH3:1][C:2]1[CH:3]=[CH:4][C:5]2[C:6](=[O:15])[N:7]3[CH2:14][CH2:13][CH2:12][C:8]3=[N:9][C:10]=2[CH:11]=1.C1C(=O)N([Br:23])C(=O)C1. Product: [Br:23][CH2:1][C:2]1[CH:3]=[CH:4][C:5]2[C:6](=[O:15])[N:7]3[CH2:14][CH2:13][CH2:12][C:8]3=[N:9][C:10]=2[CH:11]=1. The catalyst class is: 53. (6) Reactant: [OH:1][C:2]1[CH:9]=[CH:8][C:5]([CH:6]=[O:7])=[CH:4][CH:3]=1.CS(O[CH:15]=[CH:16][CH2:17][CH2:18][CH3:19])(=O)=O.C(=O)([O-])[O-].[K+].[K+].Cl. Product: [CH2:15]=[CH:16][CH2:17][CH2:18][CH2:19][O:1][C:2]1[CH:9]=[CH:8][C:5]([CH:6]=[O:7])=[CH:4][CH:3]=1. The catalyst class is: 9. (7) Reactant: Cl.[NH2:2][C:3]1[CH:8]=[CH:7][C:6]([O:9][CH3:10])=[CH:5][C:4]=1[OH:11].Cl[C:13]1[CH:18]=[CH:17][C:16]([N+:19]([O-:21])=[O:20])=[CH:15][C:14]=1[N+:22]([O-:24])=[O:23].C([O-])(=O)C.[Na+]. Product: [N+:19]([C:16]1[CH:15]=[C:14]([N+:22]([O-:24])=[O:23])[CH:13]=[CH:18][C:17]=1[NH:2][C:3]1[CH:8]=[CH:7][C:6]([O:9][CH3:10])=[CH:5][C:4]=1[OH:11])([O-:21])=[O:20]. The catalyst class is: 40.